This data is from Full USPTO retrosynthesis dataset with 1.9M reactions from patents (1976-2016). The task is: Predict the reactants needed to synthesize the given product. Given the product [CH3:29][O:30][C:31](=[O:48])[C:32]1[CH:37]=[CH:36][C:35]([NH:38][CH:39]2[CH2:44][CH2:43][CH2:42][CH2:41][CH:40]2[CH2:45][CH3:46])=[C:34]([NH:47][C:7](=[O:9])[CH2:6][C:2]2[S:1][CH:5]=[CH:4][CH:3]=2)[CH:33]=1, predict the reactants needed to synthesize it. The reactants are: [S:1]1[CH:5]=[CH:4][CH:3]=[C:2]1[CH2:6][C:7]([OH:9])=O.C1C=NC2N(O)N=NC=2C=1.CCN(C(C)C)C(C)C.[CH3:29][O:30][C:31](=[O:48])[C:32]1[CH:37]=[CH:36][C:35]([NH:38][CH:39]2[CH2:44][CH2:43][CH2:42][CH2:41][CH:40]2[CH2:45][CH3:46])=[C:34]([NH2:47])[CH:33]=1.